From a dataset of Full USPTO retrosynthesis dataset with 1.9M reactions from patents (1976-2016). Predict the reactants needed to synthesize the given product. Given the product [CH3:29][C:30]1([NH2:3])[NH:60][C:33]2[CH:34]=[N:35][C:36]3[CH:37]=[C:38]([O:42][CH2:43][CH2:44][CH:45]4[CH2:50][CH2:49][N:48]([C:51]([N:53]5[CH2:58][CH2:57][O:56][CH2:55][CH2:54]5)=[O:52])[CH2:47][CH2:46]4)[CH:39]=[CH:40][C:41]=3[C:32]=2[N:31]1[CH2:61][CH:62]([CH3:64])[CH3:63], predict the reactants needed to synthesize it. The reactants are: CC1[N:3](CC(C)C)C2C3C=CC(OCCC4CCNCC4)=CC=3N=C(N)C=2N=1.[CH3:29][C:30]1[N:31]([CH2:61][CH:62]([CH3:64])[CH3:63])[C:32]2[C:41]3[CH:40]=[CH:39][C:38]([O:42][CH2:43][CH2:44][CH:45]4[CH2:50][CH2:49][N:48]([C:51]([N:53]5[CH2:58][CH2:57][O:56][CH2:55][CH2:54]5)=[O:52])[CH2:47][CH2:46]4)=[CH:37][C:36]=3[N:35]=[C:34](N)[C:33]=2[N:60]=1.